Task: Predict which catalyst facilitates the given reaction.. Dataset: Catalyst prediction with 721,799 reactions and 888 catalyst types from USPTO (1) Reactant: [CH2:1]([NH:3][C:4](=[O:44])[NH:5][C:6]1[N:11]=[CH:10][C:9]([C:12]2[CH:13]=[C:14]3[C:19](=[CH:20][CH:21]=2)[N:18]([C@@H:22]([C:25]([CH3:28])([CH3:27])[CH3:26])[CH2:23][OH:24])[CH:17]=[C:16]([C:29]([O:31][CH2:32][CH3:33])=[O:30])[C:15]3=[O:34])=[C:8]([C:35]2[S:36][CH:37]=[C:38]([C:40]([F:43])([F:42])[F:41])[N:39]=2)[CH:7]=1)[CH3:2].N1C=NN=N1.C(N(CC)[P:53]([O:59][C:60]([CH3:63])([CH3:62])[CH3:61])[O:54][C:55]([CH3:58])([CH3:57])[CH3:56])C.OO.S(S([O-])=O)([O-])(=O)=[O:69].[Na+].[Na+]. Product: [C:60]([O:59][P:53]([O:24][CH2:23][C@@H:22]([N:18]1[C:19]2[C:14](=[CH:13][C:12]([C:9]3[CH:10]=[N:11][C:6]([NH:5][C:4]([NH:3][CH2:1][CH3:2])=[O:44])=[CH:7][C:8]=3[C:35]3[S:36][CH:37]=[C:38]([C:40]([F:41])([F:42])[F:43])[N:39]=3)=[CH:21][CH:20]=2)[C:15](=[O:34])[C:16]([C:29]([O:31][CH2:32][CH3:33])=[O:30])=[CH:17]1)[C:25]([CH3:28])([CH3:26])[CH3:27])([O:54][C:55]([CH3:56])([CH3:57])[CH3:58])=[O:69])([CH3:61])([CH3:62])[CH3:63]. The catalyst class is: 18. (2) Reactant: [Cl:1][C:2]1[CH:7]=[CH:6][C:5]([Mg]I)=[CH:4][CH:3]=1.[CH3:10][O:11][C:12](=[O:30])[CH:13]1[CH2:18][CH2:17][CH2:16][CH2:15][N:14]1[CH2:19][CH2:20][C:21]([C:23]1[CH:28]=[CH:27][C:26]([F:29])=[CH:25][CH:24]=1)=[O:22]. Product: [CH3:10][O:11][C:12](=[O:30])[CH:13]1[CH2:18][CH2:17][CH2:16][CH2:15][N:14]1[CH2:19][CH2:20][C:21]([C:5]1[CH:6]=[CH:7][C:2]([Cl:1])=[CH:3][CH:4]=1)([C:23]1[CH:24]=[CH:25][C:26]([F:29])=[CH:27][CH:28]=1)[OH:22]. The catalyst class is: 27. (3) The catalyst class is: 321. Reactant: [O:1]=[C:2]1[C@@H:7]([NH:8][C:9](=[O:15])[O:10][C:11]([CH3:14])([CH3:13])[CH3:12])[CH2:6][CH2:5][CH2:4][NH:3]1.P([O-])([O-])([O-])=O.[K+].[K+].[K+].I[C:25]1[CH:30]=[CH:29][CH:28]=[CH:27][CH:26]=1.C(N)CN. Product: [O:1]=[C:2]1[C@@H:7]([NH:8][C:9](=[O:15])[O:10][C:11]([CH3:12])([CH3:14])[CH3:13])[CH2:6][CH2:5][CH2:4][N:3]1[C:25]1[CH:30]=[CH:29][CH:28]=[CH:27][CH:26]=1.